From a dataset of Experimental lipophilicity measurements (octanol/water distribution) for 4,200 compounds from AstraZeneca. Regression/Classification. Given a drug SMILES string, predict its absorption, distribution, metabolism, or excretion properties. Task type varies by dataset: regression for continuous measurements (e.g., permeability, clearance, half-life) or binary classification for categorical outcomes (e.g., BBB penetration, CYP inhibition). For this dataset (lipophilicity_astrazeneca), we predict Y. (1) The drug is Cc1cc(F)ccc1OC1CCN(CC2CCN([C@@](C)(Cc3ccc(F)cc3)C(=O)O)CC2)CC1. The Y is 2.00 logD. (2) The molecule is Cc1cc(Nc2cnc(C#N)c(N[C@@H](C)c3ccc(F)cn3)n2)n[nH]1. The Y is 2.51 logD. (3) The drug is COc1ccc(-c2cccc3c(N)c4c(nc23)CN(C2CCC2)C4=O)c(C)n1. The Y is 3.92 logD.